Task: Predict the reaction yield, written as a fraction of the theoretical maximum amount of product (1.0 means a 100% yield; for example, 0.34 means a 34% yield).. Dataset: Reaction yield outcomes from USPTO patents with 853,638 reactions The reactants are [CH2:1]([O:8][C:9]1[CH:18]=[C:17]2[C:12]([CH:13]=[CH:14][N:15]=[C:16]2[OH:19])=[CH:11][N:10]=1)[C:2]1[CH:7]=[CH:6][CH:5]=[CH:4][CH:3]=1.CCN(CC)CC.[F:27][C:28]([F:41])([F:40])[S:29](O[S:29]([C:28]([F:41])([F:40])[F:27])(=[O:31])=[O:30])(=[O:31])=[O:30]. The catalyst is C(Cl)Cl. The product is [F:27][C:28]([F:41])([F:40])[S:29]([O:19][C:16]1[C:17]2[C:12](=[CH:11][N:10]=[C:9]([O:8][CH2:1][C:2]3[CH:3]=[CH:4][CH:5]=[CH:6][CH:7]=3)[CH:18]=2)[CH:13]=[CH:14][N:15]=1)(=[O:31])=[O:30]. The yield is 0.580.